From a dataset of Reaction yield outcomes from USPTO patents with 853,638 reactions. Predict the reaction yield, written as a fraction of the theoretical maximum amount of product (1.0 means a 100% yield; for example, 0.34 means a 34% yield). (1) The reactants are [Cl:1][C:2]1[C:3]([CH3:26])=[N:4][O:5][C:6]=1[N:7]([CH2:20][O:21][CH2:22][CH2:23][O:24][CH3:25])[S:8]([C:11]1[C:19]2[C:14](=[N:15][CH:16]=[CH:17][CH:18]=2)[S:13][CH:12]=1)(=[O:10])=[O:9].[Li]C(C)(C)C.[CH:32]1[C:37]([CH:38]=[O:39])=[CH:36][C:35]2[O:40][CH2:41][O:42][C:34]=2[CH:33]=1. The catalyst is C1COCC1. The product is [Cl:1][C:2]1[C:3]([CH3:26])=[N:4][O:5][C:6]=1[N:7]([CH2:20][O:21][CH2:22][CH2:23][O:24][CH3:25])[S:8]([C:11]1[C:19]2[C:14](=[N:15][CH:16]=[CH:17][CH:18]=2)[S:13][C:12]=1[CH:38]([OH:39])[C:37]1[CH:32]=[CH:33][C:34]2[O:42][CH2:41][O:40][C:35]=2[CH:36]=1)(=[O:9])=[O:10]. The yield is 0.440. (2) The reactants are CC([O:4][CH2:5][C@H:6]1[O:11][C@@H:10]([O:12][C:13]2[CH:18]=[CH:17][C:16]([N+:19]([O-:21])=[O:20])=[CH:15][C:14]=2[Cl:22])[C@H:9]([O:23]C(C)=O)[C@@H:8]([O:27]C(C)=O)[C@H:7]1[O:31]C(C)=O)=O. The catalyst is CCN(CC)CC.CO.O. The product is [CH:17]1[C:16]([N+:19]([O-:21])=[O:20])=[CH:15][C:14]([Cl:22])=[C:13]([O:12][C@@H:10]2[O:11][C@H:6]([CH2:5][OH:4])[C@H:7]([OH:31])[C@H:8]([OH:27])[C@H:9]2[OH:23])[CH:18]=1. The yield is 0.880. (3) The reactants are ClC1[CH:3]=[C:4]([C:9]2[N:13]3[C:14]4[N:22]=[C:21]([O:23][CH3:24])[CH:20]=[CH:19][C:15]=4[N:16]=[C:17]([CH3:18])[C:12]3=[C:11]([CH3:25])[N:10]=2)[CH:5]=C(Cl)C=1.[N:26]1C=C(B(O)O)C=[N:28][CH:27]=1. No catalyst specified. The product is [CH3:24][O:23][C:21]1[CH:20]=[CH:19][C:15]2[N:16]=[C:17]([CH3:18])[C:12]3[N:13]([C:9]([C:4]4[CH:5]=[N:26][CH:27]=[N:28][CH:3]=4)=[N:10][C:11]=3[CH3:25])[C:14]=2[N:22]=1. The yield is 0.170. (4) The reactants are [CH3:1][C:2]1([CH3:15])[C:11]2[C:6](=[CH:7][C:8]([N+:12]([O-:14])=[O:13])=[CH:9][CH:10]=2)[NH:5][CH2:4][CH2:3]1.[CH3:16][C:17]([O:20][C:21](O[C:21]([O:20][C:17]([CH3:19])([CH3:18])[CH3:16])=[O:22])=[O:22])([CH3:19])[CH3:18]. The yield is 0.220. The product is [C:17]([O:20][C:21]([N:5]1[C:6]2[C:11](=[CH:10][CH:9]=[C:8]([N+:12]([O-:14])=[O:13])[CH:7]=2)[C:2]([CH3:15])([CH3:1])[CH2:3][CH2:4]1)=[O:22])([CH3:19])([CH3:18])[CH3:16]. No catalyst specified. (5) The reactants are [CH2:1]([C:3]1[CH:24]=[CH:23][CH:22]=[C:21]([CH3:25])[C:4]=1[CH2:5][NH:6][C:7]1[C:12]([NH2:13])=[C:11]([NH:14][CH3:15])[CH:10]=[C:9]([O:16]CCOC)[N:8]=1)[CH3:2].[C:26]([O:32][CH3:33])(OC)(OC)[CH3:27].C(=O)(O)[O-].[Na+].[CH2:39](O)[CH3:40]. No catalyst specified. The product is [CH2:1]([C:3]1[CH:24]=[CH:23][CH:22]=[C:21]([CH3:25])[C:4]=1[CH2:5][NH:6][C:7]1[C:12]2[N:13]=[C:39]([CH3:40])[N:14]([CH3:15])[C:11]=2[CH:10]=[C:9]([O:16][CH2:27][CH2:26][O:32][CH3:33])[N:8]=1)[CH3:2]. The yield is 0.350. (6) The reactants are [Br:1]Br.[F:3][C:4]1[C:13]([OH:14])=[C:12]2[C:7]([CH:8]=[CH:9][CH:10]=[N:11]2)=[CH:6][CH:5]=1. The catalyst is C(O)(=O)C. The product is [Br:1][C:6]1[CH:5]=[C:4]([F:3])[C:13]([OH:14])=[C:12]2[C:7]=1[CH:8]=[CH:9][CH:10]=[N:11]2. The yield is 0.970. (7) The reactants are Cl.Cl.Cl.[O:4]1[C:12]2[CH:11]=[CH:10][N:9]=[C:8]([N:13]3[CH2:18][CH2:17][N:16]([CH2:19][CH2:20][C@H:21]4[CH2:26][CH2:25][C@H:24]([NH2:27])[CH2:23][CH2:22]4)[CH2:15][CH2:14]3)[C:7]=2[CH2:6][CH2:5]1.C(N(CC)CC)C.[CH3:35][S:36](Cl)(=[O:38])=[O:37].[OH-].[Na+]. The catalyst is ClCCl. The product is [O:4]1[C:12]2[CH:11]=[CH:10][N:9]=[C:8]([N:13]3[CH2:18][CH2:17][N:16]([CH2:19][CH2:20][C@H:21]4[CH2:26][CH2:25][C@H:24]([NH:27][S:36]([CH3:35])(=[O:38])=[O:37])[CH2:23][CH2:22]4)[CH2:15][CH2:14]3)[C:7]=2[CH2:6][CH2:5]1. The yield is 0.880.